This data is from Forward reaction prediction with 1.9M reactions from USPTO patents (1976-2016). The task is: Predict the product of the given reaction. (1) Given the reactants Cl.[CH:2]1([N:5]([CH:19]2[CH2:24][CH2:23][NH:22][CH2:21][CH2:20]2)[C:6](=[O:18])[C:7]2[CH:12]=[CH:11][C:10]([C:13]3[O:17][CH:16]=[N:15][CH:14]=3)=[CH:9][CH:8]=2)[CH2:4][CH2:3]1.Cl[C:26]1[S:27][C:28]([C:31]2[CH:36]=[CH:35][CH:34]=[CH:33][CH:32]=2)=[N:29][N:30]=1, predict the reaction product. The product is: [CH:2]1([N:5]([CH:19]2[CH2:24][CH2:23][N:22]([C:26]3[S:27][C:28]([C:31]4[CH:36]=[CH:35][CH:34]=[CH:33][CH:32]=4)=[N:29][N:30]=3)[CH2:21][CH2:20]2)[C:6](=[O:18])[C:7]2[CH:8]=[CH:9][C:10]([C:13]3[O:17][CH:16]=[N:15][CH:14]=3)=[CH:11][CH:12]=2)[CH2:4][CH2:3]1. (2) Given the reactants [N:1]1([CH2:6][C@@H:7]([O:14][C:15]2[CH:24]=[CH:23][C:22]3[C:21](=[O:25])[CH2:20][CH2:19][CH2:18][C:17]=3[C:16]=2[CH2:26][S:27]([C:30]2[CH:38]=[CH:37][CH:36]=[CH:35][C:31]=2[C:32]([OH:34])=O)(=[O:29])=[O:28])[C:8]2[CH:13]=[CH:12][CH:11]=[CH:10][CH:9]=2)[CH:5]=[CH:4][N:3]=[CH:2]1.[NH2:39][CH:40]([CH2:43][OH:44])[CH2:41][OH:42], predict the reaction product. The product is: [OH:42][CH2:41][CH:40]([NH:39][C:32](=[O:34])[C:31]1[CH:35]=[CH:36][CH:37]=[CH:38][C:30]=1[S:27]([CH2:26][C:16]1[C:17]2[CH2:18][CH2:19][CH2:20][C:21](=[O:25])[C:22]=2[CH:23]=[CH:24][C:15]=1[O:14][C@@H:7]([C:8]1[CH:9]=[CH:10][CH:11]=[CH:12][CH:13]=1)[CH2:6][N:1]1[CH:5]=[CH:4][N:3]=[CH:2]1)(=[O:28])=[O:29])[CH2:43][OH:44]. (3) Given the reactants C1C=CC(C(Cl)(C2C(Cl)=CC=CC=2)C2C=CC=CC=2)=CC=1.[CH3:22][C:23]([CH3:30])([C:27](O)=[O:28])[C:24]([OH:26])=[O:25].CCN(C(C)C)C(C)C.C1C=NC2N(O)N=NC=2C=1.CC(C)N=C=NC(C)C.[C:59]([N:78]1[CH:82]=[C:81]([CH2:83][CH2:84][CH2:85][NH2:86])[N:80]=[CH:79]1)([C:72]1[CH:77]=[CH:76][CH:75]=[CH:74][CH:73]=1)([C:66]1[CH:71]=[CH:70][CH:69]=[CH:68][CH:67]=1)[C:60]1[CH:65]=[CH:64][CH:63]=[CH:62][CH:61]=1, predict the reaction product. The product is: [CH3:22][C:23]([CH3:30])([C:27]([NH:86][CH2:85][CH2:84][CH2:83][C:81]1[N:80]=[CH:79][N:78]([C:59]([C:72]2[CH:77]=[CH:76][CH:75]=[CH:74][CH:73]=2)([C:66]2[CH:67]=[CH:68][CH:69]=[CH:70][CH:71]=2)[C:60]2[CH:65]=[CH:64][CH:63]=[CH:62][CH:61]=2)[CH:82]=1)=[O:28])[C:24]([OH:26])=[O:25]. (4) Given the reactants [C:1]([C:4]1[CH:5]=[C:6]2[C:11](=[CH:12][C:13]=1[O:14][CH3:15])[N:10]=[CH:9][CH:8]=[C:7]2[O:16][C:17]1[CH:22]=[CH:21][C:20]([NH:23][C:24](=O)[O:25]C2C=CC=CC=2)=[C:19]([Cl:33])[CH:18]=1)(=[O:3])[NH2:2].[CH:34]1([NH2:37])[CH2:36][CH2:35]1.O, predict the reaction product. The product is: [Cl:33][C:19]1[CH:18]=[C:17]([CH:22]=[CH:21][C:20]=1[NH:23][C:24]([NH:37][CH:34]1[CH2:36][CH2:35]1)=[O:25])[O:16][C:7]1[C:6]2[C:11](=[CH:12][C:13]([O:14][CH3:15])=[C:4]([C:1]([NH2:2])=[O:3])[CH:5]=2)[N:10]=[CH:9][CH:8]=1. (5) Given the reactants [F:1][C:2]([F:12])([F:11])[C:3]1[CH:10]=[CH:9][C:6]([CH:7]=[O:8])=[CH:5][CH:4]=1.C(N(CC)CC)C.[CH3:20][C:21](=[O:24])[CH:22]=[CH2:23], predict the reaction product. The product is: [F:1][C:2]([F:11])([F:12])[C:3]1[CH:10]=[CH:9][C:6]([C:7](=[O:8])[CH2:23][CH2:22][C:21](=[O:24])[CH3:20])=[CH:5][CH:4]=1. (6) Given the reactants [OH:1][C:2]1[C:7]([NH:8]/[N:9]=[C:10]2/[C:11]([CH3:26])=[N:12][N:13]([C:16]3[CH:25]=[CH:24][C:23]4[CH2:22][CH2:21][CH2:20][CH2:19][C:18]=4[CH:17]=3)[C:14]/2=[O:15])=[CH:6][CH:5]=[CH:4][C:3]=1[C:27]1[CH:28]=[C:29]([C:32]([OH:34])=[O:33])[O:30][CH:31]=1, predict the reaction product. The product is: [CH2:2]([CH2:7][NH2:8])[OH:1].[CH2:2]([CH2:7][NH2:8])[OH:1].[OH:1][C:2]1[C:7]([NH:8]/[N:9]=[C:10]2/[C:11]([CH3:26])=[N:12][N:13]([C:16]3[CH:25]=[CH:24][C:23]4[CH2:22][CH2:21][CH2:20][CH2:19][C:18]=4[CH:17]=3)[C:14]/2=[O:15])=[CH:6][CH:5]=[CH:4][C:3]=1[C:27]1[CH:28]=[C:29]([C:32]([OH:34])=[O:33])[O:30][CH:31]=1. (7) Given the reactants [OH:1][C:2]([CH3:7])([CH3:6])[C:3](=O)[CH3:4].[C:8](#[N:12])[CH2:9][C:10]#[N:11].[O-]CC.[Na+].[Na], predict the reaction product. The product is: [NH:11]=[C:10]1[C:9]([C:8]#[N:12])=[C:3]([CH3:4])[C:2]([CH3:7])([CH3:6])[O:1]1.